This data is from Full USPTO retrosynthesis dataset with 1.9M reactions from patents (1976-2016). The task is: Predict the reactants needed to synthesize the given product. (1) Given the product [N+:12]([C:3]1[CH:4]=[C:5]([C:8]([F:11])([F:10])[F:9])[CH:6]=[CH:7][C:2]=1[N:15]1[CH2:20][CH2:19][S:18][CH2:17][CH2:16]1)([O-:14])=[O:13], predict the reactants needed to synthesize it. The reactants are: F[C:2]1[CH:7]=[CH:6][C:5]([C:8]([F:11])([F:10])[F:9])=[CH:4][C:3]=1[N+:12]([O-:14])=[O:13].[NH:15]1[CH2:20][CH2:19][S:18][CH2:17][CH2:16]1.C(=O)(O)[O-].[Na+]. (2) Given the product [Cl:5][CH2:4][CH2:3][CH2:2][N:12]1[CH2:17][CH2:16][O:15][CH2:14][CH2:13]1, predict the reactants needed to synthesize it. The reactants are: Br[CH2:2][CH2:3][CH2:4][Cl:5].C([O-])([O-])=O.[K+].[K+].[NH:12]1[CH2:17][CH2:16][O:15][CH2:14][CH2:13]1. (3) Given the product [NH2:38][C:39]1[CH:40]=[C:41]([CH:45]=[CH:46][C:47]=1[CH3:48])[C:42]([NH:44][C:14]1[C:13]2[C:8](=[CH:9][CH:10]=[C:11]([C:23]3[CH:24]=[CH:25][C:20]([C:16]([CH3:19])([CH3:18])[CH3:17])=[CH:21][CH:22]=3)[CH:12]=2)[N:7]([CH2:33][C:32]2[CH:35]=[CH:36][CH:37]=[C:30]([Cl:29])[CH:31]=2)[C:6]=1[C:4]([OH:3])=[O:5])=[O:43], predict the reactants needed to synthesize it. The reactants are: C([O:3][C:4]([C:6]1[NH:7][C:8]2[C:13]([CH:14]=1)=[CH:12][C:11](Br)=[CH:10][CH:9]=2)=[O:5])C.[C:16]([C:20]1[CH:25]=[CH:24][C:23](B(O)O)=[CH:22][CH:21]=1)([CH3:19])([CH3:18])[CH3:17].[Cl:29][C:30]1[CH:31]=[C:32]([CH:35]=[CH:36][CH:37]=1)[CH2:33]Cl.[NH2:38][C:39]1[CH:40]=[C:41]([CH:45]=[CH:46][C:47]=1[CH3:48])[C:42]([NH2:44])=[O:43]. (4) Given the product [OH:6][NH:5][C:3](=[O:4])[C@H:2]([NH:1][S:24]([C:21]1[CH:20]=[CH:19][C:18]([O:17][CH2:14][CH2:15][CH3:16])=[CH:23][CH:22]=1)(=[O:26])=[O:25])[CH2:7][C:8]1[CH:13]=[CH:12][CH:11]=[CH:10][CH:9]=1, predict the reactants needed to synthesize it. The reactants are: [NH2:1][C@H:2]([CH2:7][C:8]1[CH:13]=[CH:12][CH:11]=[CH:10][CH:9]=1)[C:3]([NH:5][OH:6])=[O:4].[CH2:14]([O:17][C:18]1[CH:23]=[CH:22][C:21]([S:24](Cl)(=[O:26])=[O:25])=[CH:20][CH:19]=1)[CH2:15][CH3:16].C(N(C(C)C)C(C)C)C. (5) Given the product [CH3:34][C:19]1[CH:20]=[CH:21][C:22]([C:24]23[CH2:25][CH:26]4[CH2:27][CH:28]([CH2:29][C:30]([C:7]5[CH:6]=[C:5]([C:8]#[CH:9])[CH:4]=[C:3]([C:18]#[CH:19])[CH:2]=5)([CH2:32]4)[CH2:31]2)[CH2:33]3)=[CH:23][C:18]=1[C:3]1[CH:4]=[C:5]([C:8]23[CH2:9][CH:10]4[CH2:16][CH:14]([CH2:13][C:12]([C:41]5[CH:40]=[C:39]([C:42]#[CH:43])[CH:38]=[C:37]([C:53]#[CH:54])[CH:36]=5)([CH2:11]4)[CH2:17]2)[CH2:15]3)[CH:6]=[CH:7][C:2]=1[CH3:1], predict the reactants needed to synthesize it. The reactants are: [CH3:1][C:2]1[CH:7]=[CH:6][C:5]([C:8]23[CH2:17][CH:12]4[CH2:13][CH:14]([CH2:16][CH:10]([CH2:11]4)[CH2:9]2)[CH2:15]3)=[CH:4][C:3]=1[C:18]1[CH:23]=[C:22]([C:24]23[CH2:33][CH:28]4[CH2:29][CH:30]([CH2:32][CH:26]([CH2:27]4)[CH2:25]2)[CH2:31]3)[CH:21]=[CH:20][C:19]=1[CH3:34].C[C:36]1[CH:41]=[CH:40][C:39]([C:42]23CC4CC(CC(Br)(C4)[CH2:43]2)C3)=[CH:38][C:37]=1[C:53]1C=C(C23CC4CC(CC(Br)(C4)C2)C3)C=C[C:54]=1C. (6) Given the product [Cl:29][C:30]1[CH:31]=[C:32]([C:2]2[CH:3]=[C:4]3[C:9](=[CH:10][CH:11]=2)[N:8]=[CH:7][C:6]([C:12](=[O:16])[CH:13]([CH3:15])[CH3:14])=[C:5]3[N:17]2[CH2:18][CH2:19][CH:20]([CH2:23][N:24]3[CH2:25][CH2:26][CH2:27][CH2:28]3)[CH2:21][CH2:22]2)[CH:33]=[CH:34][C:35]=1[OH:36], predict the reactants needed to synthesize it. The reactants are: Br[C:2]1[CH:3]=[C:4]2[C:9](=[CH:10][CH:11]=1)[N:8]=[CH:7][C:6]([C:12](=[O:16])[CH:13]([CH3:15])[CH3:14])=[C:5]2[N:17]1[CH2:22][CH2:21][CH:20]([CH2:23][N:24]2[CH2:28][CH2:27][CH2:26][CH2:25]2)[CH2:19][CH2:18]1.[Cl:29][C:30]1[CH:31]=[C:32](B(O)O)[CH:33]=[CH:34][C:35]=1[OH:36]. (7) Given the product [S:1]([C:5]1[CH:11]=[CH:10][C:8]([CH3:9])=[CH:7][CH:6]=1)([OH:4])(=[O:3])=[O:2].[Cl:12][C:13]1[CH:18]=[CH:17][C:16]([NH:19][C:20]([NH:22][C:23]2[CH:39]=[CH:38][C:26]([O:27][C:28]3[CH:33]=[CH:32][N:31]=[C:30]([C:34]([NH:36][CH3:37])=[O:35])[CH:29]=3)=[CH:25][CH:24]=2)=[O:21])=[CH:15][C:14]=1[C:40]([F:43])([F:41])[F:42], predict the reactants needed to synthesize it. The reactants are: [S:1]([C:5]1[CH:11]=[CH:10][C:8]([CH3:9])=[CH:7][CH:6]=1)([O-:4])(=[O:3])=[O:2].[Cl:12][C:13]1[CH:18]=[CH:17][C:16]([NH:19][C:20]([NH:22][C:23]2[CH:39]=[CH:38][C:26]([O:27][C:28]3[CH:33]=[CH:32][N:31]=[C:30]([C:34]([NH:36][CH3:37])=[O:35])[CH:29]=3)=[CH:25][CH:24]=2)=[O:21])=[CH:15][C:14]=1[C:40]([F:43])([F:42])[F:41]. (8) Given the product [F:9][C:10]1[CH:11]=[C:12]([C:42]2[CH:47]=[CH:46][CH:45]=[CH:44][C:43]=2[C:48]2[NH:3][C:4](=[O:7])[O:5][N:49]=2)[CH:13]=[CH:14][C:15]=1[CH2:16][C:17]1[C:18](=[O:41])[N:19]([C@H:30]2[CH2:33][C@@H:32]([O:34][CH:35]([CH3:40])[C:36]([OH:39])([CH3:37])[CH3:38])[CH2:31]2)[C:20]2[N:21]([N:26]=[C:27]([CH3:29])[N:28]=2)[C:22]=1[CH2:23][CH2:24][CH3:25], predict the reactants needed to synthesize it. The reactants are: [Cl-].O[NH3+:3].[C:4](=[O:7])([O-])[OH:5].[Na+].[F:9][C:10]1[CH:11]=[C:12]([C:42]2[C:43]([C:48]#[N:49])=[CH:44][CH:45]=[CH:46][CH:47]=2)[CH:13]=[CH:14][C:15]=1[CH2:16][C:17]1[C:18](=[O:41])[N:19]([C@H:30]2[CH2:33][C@@H:32]([O:34][CH:35]([CH3:40])[C:36]([OH:39])([CH3:38])[CH3:37])[CH2:31]2)[C:20]2[N:21]([N:26]=[C:27]([CH3:29])[N:28]=2)[C:22]=1[CH2:23][CH2:24][CH3:25].